This data is from Catalyst prediction with 721,799 reactions and 888 catalyst types from USPTO. The task is: Predict which catalyst facilitates the given reaction. (1) Reactant: [C:1]([O:5][C:6]([N:8]1[CH2:13][CH2:12][N:11]([C:14]([O:16][CH2:17][C:18]2[CH:23]=[CH:22][CH:21]=[CH:20][CH:19]=2)=[O:15])[CH2:10][C@@H:9]1[CH:24]=O)=[O:7])([CH3:4])([CH3:3])[CH3:2].[CH3:26][O:27][C:28]1[CH:51]=[CH:50][CH:49]=[CH:48][C:29]=1[CH2:30][NH:31][CH2:32][C:33](=[O:47])[CH:34]([C:41]1[CH:46]=[CH:45][CH:44]=[CH:43][CH:42]=1)[C:35]1[CH:40]=[CH:39][CH:38]=[CH:37][CH:36]=1.[Na].C(=O)([O-])O.[Na+]. Product: [C:1]([O:5][C:6]([N:8]1[CH2:13][CH2:12][N:11]([C:14]([O:16][CH2:17][C:18]2[CH:23]=[CH:22][CH:21]=[CH:20][CH:19]=2)=[O:15])[CH2:10][C@@H:9]1[CH2:24][N:31]([CH2:30][C:29]1[CH:48]=[CH:49][CH:50]=[CH:51][C:28]=1[O:27][CH3:26])[CH2:32][C:33](=[O:47])[CH:34]([C:35]1[CH:40]=[CH:39][CH:38]=[CH:37][CH:36]=1)[C:41]1[CH:42]=[CH:43][CH:44]=[CH:45][CH:46]=1)=[O:7])([CH3:4])([CH3:2])[CH3:3]. The catalyst class is: 411. (2) Reactant: [CH2:1]([NH+:3]([CH2:6][CH3:7])[CH2:4][CH3:5])[CH3:2].C([O:15][C:16]1[CH:52]=[CH:51][CH:50]=[CH:49][C:17]=1[C:18]([NH:20][S:21]([O:24][CH2:25][C@H:26]1[O:30][C@@H:29]([N:31]2[C:40]3[N:39]=[CH:38][N:37]=[C:35]([NH2:36])[C:34]=3[N:33]=[CH:32]2)[C@H:28]([O:41][Si](C(C)(C)C)(C)C)[CH2:27]1)(=[O:23])=[O:22])=[O:19])C1C=CC=CC=1.C(O)(C(F)(F)F)=O. Product: [CH2:1]([NH+:3]([CH2:6][CH3:7])[CH2:4][CH3:5])[CH3:2].[OH:15][C:16]1[CH:52]=[CH:51][CH:50]=[CH:49][C:17]=1[C:18]([NH:20][S:21]([O:24][CH2:25][C@H:26]1[O:30][C@@H:29]([N:31]2[C:40]3[N:39]=[CH:38][N:37]=[C:35]([NH2:36])[C:34]=3[N:33]=[CH:32]2)[C@H:28]([OH:41])[CH2:27]1)(=[O:22])=[O:23])=[O:19]. The catalyst class is: 19.